From a dataset of Full USPTO retrosynthesis dataset with 1.9M reactions from patents (1976-2016). Predict the reactants needed to synthesize the given product. Given the product [CH3:11][C:12]1[S:13][C:14]([C:23]([N:25]2[CH2:30][C:29](=[O:31])[CH2:28][CH2:27][CH:26]2[CH2:32][NH:33][C:34]([C:36]2[CH:37]=[CH:38][CH:39]=[C:40]3[C:45]=2[N:44]=[CH:43][CH:42]=[CH:41]3)=[O:35])=[O:24])=[C:15]([C:17]2[CH:18]=[CH:19][CH:20]=[CH:21][CH:22]=2)[N:16]=1.[OH:31][CH:29]1[CH2:30][N:25]([C:23]([C:14]2[S:13][C:12]([CH3:11])=[N:16][C:15]=2[C:17]2[CH:18]=[CH:19][CH:20]=[CH:21][CH:22]=2)=[O:24])[CH:26]([CH2:32][NH:33][C:34]([C:36]2[CH:37]=[CH:38][CH:39]=[C:40]3[C:45]=2[N:44]=[CH:43][CH:42]=[CH:41]3)=[O:35])[CH2:27][CH2:28]1, predict the reactants needed to synthesize it. The reactants are: C(O)(C(F)(F)F)=O.C(Cl)Cl.[CH3:11][C:12]1[S:13][C:14]([C:23]([N:25]2[CH2:30][C:29](=[O:31])[CH2:28][CH2:27][CH:26]2[CH2:32][NH:33][C:34]([C:36]2[CH:37]=[CH:38][CH:39]=[C:40]3[C:45]=2[N:44]=[CH:43][CH:42]=[CH:41]3)=[O:35])=[O:24])=[C:15]([C:17]2[CH:22]=[CH:21][CH:20]=[CH:19][CH:18]=2)[N:16]=1.